This data is from Forward reaction prediction with 1.9M reactions from USPTO patents (1976-2016). The task is: Predict the product of the given reaction. (1) Given the reactants [F:1][C:2]1[CH:3]=[C:4]([N:9]2[C:14](=[O:15])[C:13]([CH2:16][C:17]3[CH:22]=[CH:21][C:20]([C:23]4[C:24]([C:29]#[N:30])=[CH:25][CH:26]=[CH:27][CH:28]=4)=[CH:19][CH:18]=3)=[C:12]([CH2:31][CH2:32][CH3:33])[N:11]=[C:10]2[CH3:34])[CH:5]=[CH:6][C:7]=1[OH:8].Br[CH:36]1[CH2:39][CH2:38][CH2:37]1.C(=O)([O-])[O-].[Cs+].[Cs+].C(OCC)(=O)C, predict the reaction product. The product is: [CH:36]1([O:8][C:7]2[CH:6]=[CH:5][C:4]([N:9]3[C:14](=[O:15])[C:13]([CH2:16][C:17]4[CH:22]=[CH:21][C:20]([C:23]5[C:24]([C:29]#[N:30])=[CH:25][CH:26]=[CH:27][CH:28]=5)=[CH:19][CH:18]=4)=[C:12]([CH2:31][CH2:32][CH3:33])[N:11]=[C:10]3[CH3:34])=[CH:3][C:2]=2[F:1])[CH2:39][CH2:38][CH2:37]1. (2) Given the reactants [F:1][C:2]1[CH:3]=[C:4]2[C:25]3[N:8]([N:9]([CH3:26])[CH2:10][O:11][C:12]=3[C:13]=1[N:14]1[CH2:18][CH2:17][C@@H:16]([NH:19][C:20]3[S:21][CH:22]=[CH:23][N:24]=3)[CH2:15]1)[CH:7]=[C:6]([C:27]([OH:29])=[O:28])[C:5]2=[O:30].F[C:32](F)(F)[C:33](OC(=O)C(F)(F)F)=[O:34], predict the reaction product. The product is: [C:33]([N:19]([C:20]1[S:21][CH:22]=[CH:23][N:24]=1)[C@@H:16]1[CH2:17][CH2:18][N:14]([C:13]2[C:12]3=[C:25]4[C:4]([C:5](=[O:30])[C:6]([C:27]([OH:29])=[O:28])=[CH:7][N:8]4[N:9]([CH3:26])[CH2:10][O:11]3)=[CH:3][C:2]=2[F:1])[CH2:15]1)(=[O:34])[CH3:32]. (3) Given the reactants [Cl:1][C:2]1[CH:7]=[CH:6][CH:5]=[CH:4][C:3]=1[C:8]([NH2:11])([CH3:10])[CH3:9].Cl[C:13]1[N:18]=[C:17]([S:19][C:20]#[N:21])[C:16]([N+:22]([O-:24])=[O:23])=[CH:15][N:14]=1, predict the reaction product. The product is: [Cl:1][C:2]1[CH:7]=[CH:6][CH:5]=[CH:4][C:3]=1[C:8]([NH:11][C:13]1[N:18]=[C:17]([S:19][C:20]#[N:21])[C:16]([N+:22]([O-:24])=[O:23])=[CH:15][N:14]=1)([CH3:9])[CH3:10]. (4) Given the reactants Br[C:2]1[CH:7]=[CH:6][C:5]([OH:8])=[CH:4][CH:3]=1.[F:9][C:10]1[CH:11]=[C:12]2[C:16](=[CH:17][CH:18]=1)[NH:15][N:14]=[CH:13]2.[O-]P([O-])([O-])=O.[K+].[K+].[K+].CNCCNC, predict the reaction product. The product is: [F:9][C:10]1[CH:18]=[CH:17][C:16]2[C:12](=[CH:13][N:14]([C:2]3[CH:7]=[CH:6][C:5]([OH:8])=[CH:4][CH:3]=3)[N:15]=2)[CH:11]=1.